From a dataset of NCI-60 drug combinations with 297,098 pairs across 59 cell lines. Regression. Given two drug SMILES strings and cell line genomic features, predict the synergy score measuring deviation from expected non-interaction effect. (1) Drug 1: CC1=C2C(C(=O)C3(C(CC4C(C3C(C(C2(C)C)(CC1OC(=O)C(C(C5=CC=CC=C5)NC(=O)OC(C)(C)C)O)O)OC(=O)C6=CC=CC=C6)(CO4)OC(=O)C)OC)C)OC. Drug 2: CCC(=C(C1=CC=CC=C1)C2=CC=C(C=C2)OCCN(C)C)C3=CC=CC=C3.C(C(=O)O)C(CC(=O)O)(C(=O)O)O. Cell line: ACHN. Synergy scores: CSS=58.1, Synergy_ZIP=15.8, Synergy_Bliss=16.9, Synergy_Loewe=-7.75, Synergy_HSA=16.2. (2) Drug 1: CC12CCC(CC1=CCC3C2CCC4(C3CC=C4C5=CN=CC=C5)C)O. Drug 2: C1CCC(C(C1)N)N.C(=O)(C(=O)[O-])[O-].[Pt+4]. Cell line: SF-539. Synergy scores: CSS=12.3, Synergy_ZIP=-3.44, Synergy_Bliss=-1.71, Synergy_Loewe=-0.0205, Synergy_HSA=0.458. (3) Drug 1: CC12CCC3C(C1CCC2=O)CC(=C)C4=CC(=O)C=CC34C. Drug 2: CC1C(C(CC(O1)OC2CC(CC3=C2C(=C4C(=C3O)C(=O)C5=C(C4=O)C(=CC=C5)OC)O)(C(=O)C)O)N)O.Cl. Cell line: RPMI-8226. Synergy scores: CSS=71.6, Synergy_ZIP=0.485, Synergy_Bliss=0.679, Synergy_Loewe=-11.8, Synergy_HSA=1.26. (4) Drug 1: CC(C1=C(C=CC(=C1Cl)F)Cl)OC2=C(N=CC(=C2)C3=CN(N=C3)C4CCNCC4)N. Drug 2: CCC1(C2=C(COC1=O)C(=O)N3CC4=CC5=C(C=CC(=C5CN(C)C)O)N=C4C3=C2)O.Cl. Cell line: SN12C. Synergy scores: CSS=41.2, Synergy_ZIP=-6.48, Synergy_Bliss=1.50, Synergy_Loewe=-11.1, Synergy_HSA=3.66. (5) Drug 1: CNC(=O)C1=CC=CC=C1SC2=CC3=C(C=C2)C(=NN3)C=CC4=CC=CC=N4. Drug 2: C(=O)(N)NO. Cell line: UACC62. Synergy scores: CSS=14.6, Synergy_ZIP=-1.97, Synergy_Bliss=2.33, Synergy_Loewe=2.67, Synergy_HSA=3.29.